This data is from Peptide-MHC class I binding affinity with 185,985 pairs from IEDB/IMGT. The task is: Regression. Given a peptide amino acid sequence and an MHC pseudo amino acid sequence, predict their binding affinity value. This is MHC class I binding data. (1) The peptide sequence is AMGAASLTL. The MHC is Mamu-A2601 with pseudo-sequence Mamu-A2601. The binding affinity (normalized) is 0.751. (2) The peptide sequence is AEMRETHWL. The MHC is HLA-B08:01 with pseudo-sequence HLA-B08:01. The binding affinity (normalized) is 0.0847. (3) The peptide sequence is HFQRALIFI. The MHC is HLA-A23:01 with pseudo-sequence HLA-A23:01. The binding affinity (normalized) is 0.408.